This data is from CYP2C9 inhibition data for predicting drug metabolism from PubChem BioAssay. The task is: Regression/Classification. Given a drug SMILES string, predict its absorption, distribution, metabolism, or excretion properties. Task type varies by dataset: regression for continuous measurements (e.g., permeability, clearance, half-life) or binary classification for categorical outcomes (e.g., BBB penetration, CYP inhibition). Dataset: cyp2c9_veith. (1) The drug is COc1cc(NC(=S)Nc2ccc(S(=O)(=O)N3CCOCC3)cc2)cc(OC)c1OC. The result is 1 (inhibitor). (2) The drug is CC(=O)N1CCC2(CCCN(c3ccc(-c4ccccc4)cc3)C2)CC1. The result is 1 (inhibitor). (3) The drug is Cc1cccc(CNc2ccnc(-c3ccoc3)n2)c1. The result is 0 (non-inhibitor). (4) The compound is CCNc1ncc2nc(-c3ccc(OC)cc3)c(=O)n(CCOC)c2n1. The result is 0 (non-inhibitor). (5) The molecule is O=S(=O)(c1ccc2ccccc2c1)N1CCN(S(=O)(=O)c2ccc3ccccc3c2)CC1. The result is 0 (non-inhibitor). (6) The drug is COc1ncc2nc(-c3cccs3)c(=O)n(Cc3ccc(F)cc3)c2n1. The result is 0 (non-inhibitor). (7) The drug is C=CCn1c(SCc2ccc(C#N)cc2)nnc1-c1ccc(C)cc1. The result is 1 (inhibitor). (8) The drug is CCC/C=C(\CCC)C(NS(C)(=O)=O)c1ccccc1. The result is 0 (non-inhibitor).